Regression. Given a peptide amino acid sequence and an MHC pseudo amino acid sequence, predict their binding affinity value. This is MHC class I binding data. From a dataset of Peptide-MHC class I binding affinity with 185,985 pairs from IEDB/IMGT. (1) The peptide sequence is MHRAKSPTI. The MHC is Mamu-B17 with pseudo-sequence Mamu-B17. The binding affinity (normalized) is 0.703. (2) The peptide sequence is LQSLENVAY. The MHC is HLA-A24:02 with pseudo-sequence HLA-A24:02. The binding affinity (normalized) is 0. (3) The peptide sequence is RWRVYLRRK. The MHC is HLA-A68:02 with pseudo-sequence HLA-A68:02. The binding affinity (normalized) is 0.0847. (4) The peptide sequence is DLENNLVKL. The MHC is HLA-A02:01 with pseudo-sequence HLA-A02:01. The binding affinity (normalized) is 0.104. (5) The peptide sequence is YIAVNDKALY. The MHC is HLA-A24:02 with pseudo-sequence HLA-A24:02. The binding affinity (normalized) is 0.